Dataset: Full USPTO retrosynthesis dataset with 1.9M reactions from patents (1976-2016). Task: Predict the reactants needed to synthesize the given product. (1) Given the product [OH:24][C:16]1([CH3:21])[CH:17]=[CH:18][CH:19]=[CH:20][CH:15]1[N:14]=[CH:12][C:3]1[C:4]2[C:9](=[CH:8][CH:7]=[CH:6][CH:5]=2)[CH:10]=[CH:11][CH:2]=1, predict the reactants needed to synthesize it. The reactants are: O[C:2]1[CH:11]=[CH:10][C:9]2[C:4](=[CH:5][CH:6]=[CH:7][CH:8]=2)[C:3]=1[CH:12]=O.[NH2:14][C:15]1[C:16]([CH3:21])=[CH:17][CH:18]=[CH:19][CH:20]=1.C([OH:24])C. (2) Given the product [CH3:7][CH:8]([CH3:24])[CH2:9][NH:10][C:11]1[C:20]2[C:15](=[CH:16][CH:17]=[CH:18][N:19]=2)[N:14]=[CH:13][C:12]=1[NH2:21], predict the reactants needed to synthesize it. The reactants are: S([O-])([O-])(=O)=O.[Mg+2].[CH3:7][CH:8]([CH3:24])[CH2:9][NH:10][C:11]1[C:20]2[C:15](=[CH:16][CH:17]=[CH:18][N:19]=2)[N:14]=[CH:13][C:12]=1[N+:21]([O-])=O.[H][H]. (3) The reactants are: [F:1][C:2]1[CH:3]=[C:4]([S:9]([C:12]2[CH:13]=[C:14]3[C:18](=[CH:19][CH:20]=2)[N:17]([CH:21]2[CH2:26][CH2:25][N:24](C(OC(C)(C)C)=O)[CH2:23][CH2:22]2)[CH2:16][CH2:15]3)(=[O:11])=[O:10])[CH:5]=[C:6]([F:8])[CH:7]=1.[ClH:34].Cl.FC1C=C(S(C2C=C3C(=CC=2)N(C2CCNCC2)CC3)(=O)=O)C=CC=1. Given the product [ClH:34].[F:8][C:6]1[CH:5]=[C:4]([S:9]([C:12]2[CH:13]=[C:14]3[C:18](=[CH:19][CH:20]=2)[N:17]([CH:21]2[CH2:26][CH2:25][NH:24][CH2:23][CH2:22]2)[CH2:16][CH2:15]3)(=[O:11])=[O:10])[CH:3]=[C:2]([F:1])[CH:7]=1, predict the reactants needed to synthesize it. (4) Given the product [Br:1][C:2]1[C:3]([C@@H:9]([NH:19][S@:20]([C:22]([CH3:25])([CH3:24])[CH3:23])=[O:21])[CH2:10][C:11]2[CH:16]=[C:15]([F:17])[CH:14]=[C:13]([F:18])[CH:12]=2)=[N:4][C:5]([Br:26])=[CH:6][CH:7]=1, predict the reactants needed to synthesize it. The reactants are: [Br:1][C:2]1[C:3]([C@@H:9]([NH:19][S@:20]([C:22]([CH3:25])([CH3:24])[CH3:23])=[O:21])[CH2:10][C:11]2[CH:16]=[C:15]([F:17])[CH:14]=[C:13]([F:18])[CH:12]=2)=[N:4][CH:5]=[C:6](Br)[CH:7]=1.[Br:26]C1C(/C=N\[S@](C(C)(C)C)=O)=NC(Br)=CC=1. (5) Given the product [CH3:20][N:11]([CH3:9])[CH:12]1[CH2:13][CH2:14][CH:15]([NH2:18])[CH2:16][CH2:17]1, predict the reactants needed to synthesize it. The reactants are: BrC1C2[C:9]([NH:11][CH:12]3[CH2:17][CH2:16][CH:15]([NH2:18])[CH2:14][CH2:13]3)=NC=NC=2SC=1C.[CH:20](O)=O.